This data is from Catalyst prediction with 721,799 reactions and 888 catalyst types from USPTO. The task is: Predict which catalyst facilitates the given reaction. Reactant: [OH:1][C:2]([C:5]1[CH:17]=[C:16]2[C:8]([C:9]3[C:10](B4OC(C)(C)C(C)(C)O4)=[CH:11][CH:12]=[C:13]([C:18]([NH2:20])=[O:19])[C:14]=3[NH:15]2)=[CH:7][CH:6]=1)([CH3:4])[CH3:3].Br[C:31]1[C:32]([Cl:51])=[C:33]([N:37]2[C:46](=[O:47])[C:45]3[C:40](=[C:41]([F:48])[CH:42]=[CH:43][CH:44]=3)[N:39]([CH3:49])[C:38]2=[O:50])[CH:34]=[CH:35][CH:36]=1.CCO.C([O-])([O-])=O.[Na+].[Na+]. Product: [Cl:51][C:32]1[C:33]([N:37]2[C:46](=[O:47])[C:45]3[C:40](=[C:41]([F:48])[CH:42]=[CH:43][CH:44]=3)[N:39]([CH3:49])[C:38]2=[O:50])=[CH:34][CH:35]=[CH:36][C:31]=1[C:10]1[C:9]2[C:8]3[C:16](=[CH:17][C:5]([C:2]([OH:1])([CH3:4])[CH3:3])=[CH:6][CH:7]=3)[NH:15][C:14]=2[C:13]([C:18]([NH2:20])=[O:19])=[CH:12][CH:11]=1. The catalyst class is: 206.